Dataset: Forward reaction prediction with 1.9M reactions from USPTO patents (1976-2016). Task: Predict the product of the given reaction. (1) Given the reactants [Br:1]N1C(=O)CCC1=O.C(Cl)(Cl)(Cl)Cl.[Cl:14][C:15]1[CH:20]=[CH:19][C:18]([C@H:21]2[N:28]3[C:24]([S:25][C:26]([C:31]([O:33][CH2:34][CH3:35])=[O:32])=[C:27]3[CH2:29][CH3:30])=[N:23][C@:22]2([C:37]2[CH:42]=[CH:41][C:40]([Cl:43])=[CH:39][CH:38]=2)[CH3:36])=[CH:17][CH:16]=1, predict the reaction product. The product is: [Br:1][CH:29]([C:27]1[N:28]2[C@H:21]([C:18]3[CH:19]=[CH:20][C:15]([Cl:14])=[CH:16][CH:17]=3)[C@@:22]([C:37]3[CH:38]=[CH:39][C:40]([Cl:43])=[CH:41][CH:42]=3)([CH3:36])[N:23]=[C:24]2[S:25][C:26]=1[C:31]([O:33][CH2:34][CH3:35])=[O:32])[CH3:30]. (2) Given the reactants [H-].[Na+].[CH3:3][O:4][C:5]1[CH:6]=[C:7]([CH2:11][C:12]#[N:13])[CH:8]=[CH:9][CH:10]=1.Cl[CH2:15][CH2:16][N:17]([CH2:25][CH2:26]Cl)[C:18](=[O:24])[O:19][C:20]([CH3:23])([CH3:22])[CH3:21], predict the reaction product. The product is: [CH3:3][O:4][C:5]1[CH:6]=[C:7]([C:11]2([C:12]#[N:13])[CH2:26][CH2:25][N:17]([C:18]([O:19][C:20]([CH3:22])([CH3:21])[CH3:23])=[O:24])[CH2:16][CH2:15]2)[CH:8]=[CH:9][CH:10]=1. (3) Given the reactants [C:1]1([CH:7]2[NH:12][CH2:11][CH2:10][N:9]([CH2:13][C:14]3[CH:19]=[CH:18][C:17]([C:20]4[CH:25]=[CH:24][CH:23]=[CH:22][C:21]=4[Cl:26])=[CH:16][CH:15]=3)[CH2:8]2)[CH:6]=[CH:5][CH:4]=[CH:3][CH:2]=1.[CH3:27][N:28]=[C:29]=[O:30], predict the reaction product. The product is: [CH3:27][NH:28][C:29]([N:12]1[CH2:11][CH2:10][N:9]([CH2:13][C:14]2[CH:19]=[CH:18][C:17]([C:20]3[CH:25]=[CH:24][CH:23]=[CH:22][C:21]=3[Cl:26])=[CH:16][CH:15]=2)[CH2:8][CH:7]1[C:1]1[CH:2]=[CH:3][CH:4]=[CH:5][CH:6]=1)=[O:30]. (4) Given the reactants [CH3:1][C:2]1[S:3][C:4]2[CH:10]=[CH:9][C:8]([O:11][CH2:12][C@@H:13]([OH:21])[CH2:14][N:15]3[CH2:20][CH2:19][NH:18][CH2:17][CH2:16]3)=[CH:7][C:5]=2[N:6]=1.[CH2:22](Br)[C:23]#[CH:24].C(=O)([O-])[O-].[K+].[K+].ClCCl, predict the reaction product. The product is: [CH3:1][C:2]1[S:3][C:4]2[CH:10]=[CH:9][C:8]([O:11][CH2:12][C@@H:13]([OH:21])[CH2:14][N:15]3[CH2:16][CH2:17][N:18]([CH2:24][C:23]#[CH:22])[CH2:19][CH2:20]3)=[CH:7][C:5]=2[N:6]=1. (5) Given the reactants C[O:2][C:3]([C:5]1[CH:14]=[C:13]([OH:15])[C:12]2[C:7](=[C:8]([NH2:16])[CH:9]=[CH:10][CH:11]=2)[N:6]=1)=[O:4].[OH-:17].[Na+].Cl.C[OH:21], predict the reaction product. The product is: [N+:16]([C:8]1[CH:9]=[CH:10][CH:11]=[C:12]2[C:7]=1[N:6]=[C:5]([C:3]([OH:2])=[O:4])[CH:14]=[C:13]2[OH:15])([O-:21])=[O:17]. (6) Given the reactants [NH2:1][C:2]1[CH:7]=[CH:6][CH:5]=[CH:4][C:3]=1[N:8]=[CH:9][C:10]1[CH:11]=[CH:12][C:13]2[S:18][C:17]3[N:19]=[CH:20][CH:21]=[N:22][C:16]=3[N:15]([CH2:23][O:24][CH3:25])[C:14]=2[CH:26]=1, predict the reaction product. The product is: [N:8]1[C:3]2[CH:4]=[CH:5][CH:6]=[CH:7][C:2]=2[NH:1][C:9]=1[C:10]1[CH:11]=[CH:12][C:13]2[S:18][C:17]3[N:19]=[CH:20][CH:21]=[N:22][C:16]=3[N:15]([CH2:23][O:24][CH3:25])[C:14]=2[CH:26]=1.